From a dataset of Forward reaction prediction with 1.9M reactions from USPTO patents (1976-2016). Predict the product of the given reaction. (1) Given the reactants [F:1][C:2]1[CH:7]=[CH:6][C:5]([C:8]2[CH:9]=[C:10]3[C:15](=[CH:16][CH:17]=2)[CH:14]=[C:13]([S:18]([O-:20])=[O:19])[CH:12]=[CH:11]3)=[CH:4][CH:3]=1.[Na+].Br[C:23]1[CH:28]=[CH:27][CH:26]=[CH:25][C:24]=1[C@@H:29]([OH:31])[CH3:30].N.O, predict the reaction product. The product is: [F:1][C:2]1[CH:7]=[CH:6][C:5]([C:8]2[CH:9]=[C:10]3[C:15](=[CH:16][CH:17]=2)[CH:14]=[C:13]([S:18]([C:23]2[CH:28]=[CH:27][CH:26]=[CH:25][C:24]=2[C@@H:29]([OH:31])[CH3:30])(=[O:20])=[O:19])[CH:12]=[CH:11]3)=[CH:4][CH:3]=1. (2) Given the reactants [OH:1][C:2]1[CH:3]=[C:4]([CH:14]=[C:15]([O:17][C@H:18]2[CH2:22][CH2:21][O:20][CH2:19]2)[CH:16]=1)[C:5]([NH:7][C:8]1[CH:12]=[CH:11][N:10]([CH3:13])[N:9]=1)=[O:6].[Si]([O:30][CH2:31][CH2:32][N:33]([CH3:45])[C:34](=[O:44])[C:35]1[CH:40]=[CH:39][C:38](F)=[C:37]([Cl:42])[C:36]=1F)(C(C)(C)C)(C)C.C(=O)([O-])[O-].[K+].[K+].O, predict the reaction product. The product is: [Cl:42][C:37]1[C:36]2[O:30][CH2:31][CH2:32][N:33]([CH3:45])[C:34](=[O:44])[C:35]=2[CH:40]=[CH:39][C:38]=1[O:1][C:2]1[CH:3]=[C:4]([CH:14]=[C:15]([O:17][C@H:18]2[CH2:22][CH2:21][O:20][CH2:19]2)[CH:16]=1)[C:5]([NH:7][C:8]1[CH:12]=[CH:11][N:10]([CH3:13])[N:9]=1)=[O:6]. (3) Given the reactants Br[C:2]1[CH:7]=[CH:6][C:5]([O:8][CH3:9])=[CH:4][C:3]=1[C:10]([F:13])([F:12])[F:11].C([Li])CCC.[B:19](OC(C)C)([O:24]C(C)C)[O:20]C(C)C.Cl, predict the reaction product. The product is: [CH3:9][O:8][C:5]1[CH:6]=[CH:7][C:2]([B:19]([OH:24])[OH:20])=[C:3]([C:10]([F:13])([F:12])[F:11])[CH:4]=1. (4) Given the reactants [C:1]([O:5][C:6]([NH:8][CH2:9][CH:10]([CH2:16][CH3:17])[C:11]([O:13][CH2:14][CH3:15])=[O:12])=[O:7])([CH3:4])([CH3:3])[CH3:2].[Li]CCCC.[C:23](O[C:23]([O:25][C:26]([CH3:29])([CH3:28])[CH3:27])=[O:24])([O:25][C:26]([CH3:29])([CH3:28])[CH3:27])=[O:24].[Cl-].[NH4+], predict the reaction product. The product is: [C:1]([O:5][C:6]([N:8]([CH2:9][CH:10]([CH2:16][CH3:17])[C:11]([O:13][CH2:14][CH3:15])=[O:12])[C:23]([O:25][C:26]([CH3:29])([CH3:28])[CH3:27])=[O:24])=[O:7])([CH3:4])([CH3:3])[CH3:2]. (5) Given the reactants [N+:1]([C:4]1[CH:5]=[C:6]([CH2:14][OH:15])[CH:7]=[C:8]([C:10]([F:13])([F:12])[F:11])[CH:9]=1)([O-:3])=[O:2].CC(OI1(OC(C)=O)(OC(C)=O)OC(=O)C2C=CC=CC1=2)=O.[OH-].[Na+], predict the reaction product. The product is: [N+:1]([C:4]1[CH:5]=[C:6]([CH:7]=[C:8]([C:10]([F:11])([F:12])[F:13])[CH:9]=1)[CH:14]=[O:15])([O-:3])=[O:2]. (6) Given the reactants Br[C:2]1[CH:7]=[CH:6][N:5]=[C:4]([Cl:8])[CH:3]=1.[CH:9]1(B(O)O)[CH2:11][CH2:10]1.C(=O)([O-])[O-].[Na+].[Na+], predict the reaction product. The product is: [Cl:8][C:4]1[CH:3]=[C:2]([CH:9]2[CH2:11][CH2:10]2)[CH:7]=[CH:6][N:5]=1.